This data is from Forward reaction prediction with 1.9M reactions from USPTO patents (1976-2016). The task is: Predict the product of the given reaction. (1) Given the reactants [NH:1]1[C:9]2[C:4](=[CH:5][CH:6]=[CH:7][CH:8]=2)[CH:3]=[CH:2]1.C1N=CN([C:15](N2C=NC=C2)=[O:16])C=1.Cl.[CH:23]1([CH2:29][CH2:30][O:31][C:32]2[CH:33]=[C:34]([CH:43]=[CH:44][CH:45]=2)[C:35]([N:37]2[CH2:42][CH2:41][NH:40][CH2:39][CH2:38]2)=[O:36])[CH2:28][CH2:27][CH2:26][CH2:25][CH2:24]1.O, predict the reaction product. The product is: [CH:23]1([CH2:29][CH2:30][O:31][C:32]2[CH:33]=[C:34]([CH:43]=[CH:44][CH:45]=2)[C:35]([N:37]2[CH2:38][CH2:39][N:40]([C:15]([N:1]3[C:9]4[C:4](=[CH:5][CH:6]=[CH:7][CH:8]=4)[CH:3]=[CH:2]3)=[O:16])[CH2:41][CH2:42]2)=[O:36])[CH2:28][CH2:27][CH2:26][CH2:25][CH2:24]1. (2) Given the reactants [NH:1]1[C:5]2=[N:6][CH:7]=[N:8][C:9]([NH2:10])=[C:4]2[CH:3]=[N:2]1.[I:11]NC(=O)CCC(N)=O, predict the reaction product. The product is: [I:11][C:3]1[C:4]2[C:5](=[N:6][CH:7]=[N:8][C:9]=2[NH2:10])[NH:1][N:2]=1. (3) Given the reactants [CH3:1][O:2][C:3](=[O:25])[C:4]1[CH:9]=[CH:8][C:7]([S:10](=[O:24])(=[O:23])[NH:11][CH:12]([C:16]([O:18][C:19]([CH3:22])([CH3:21])[CH3:20])=[O:17])[CH:13]([CH3:15])[CH3:14])=[CH:6][CH:5]=1.C(=O)([O-])[O-].[Cs+].[Cs+].Cl.[N:33]1[CH:38]=[CH:37][CH:36]=[C:35]([CH2:39]Cl)[CH:34]=1.CCOC(C)=O.CCCCCC, predict the reaction product. The product is: [CH3:1][O:2][C:3](=[O:25])[C:4]1[CH:9]=[CH:8][C:7]([S:10](=[O:24])(=[O:23])[N:11]([CH:12]([C:16]([O:18][C:19]([CH3:20])([CH3:22])[CH3:21])=[O:17])[CH:13]([CH3:15])[CH3:14])[CH2:39][C:35]2[CH:34]=[N:33][CH:38]=[CH:37][CH:36]=2)=[CH:6][CH:5]=1. (4) Given the reactants C[O:2][C:3](=[O:39])[C:4]1[CH:9]=[CH:8][C:7]([NH:10][CH2:11][CH2:12][C:13]2[C:21]3[C:16](=[CH:17][CH:18]=[C:19]([Cl:22])[CH:20]=3)[N:15]([CH:23]([C:30]3[CH:35]=[CH:34][CH:33]=[CH:32][CH:31]=3)[C:24]3[CH:29]=[CH:28][CH:27]=[CH:26][CH:25]=3)[C:14]=2[CH2:36][CH2:37][NH2:38])=[CH:6][CH:5]=1.[C:40]1([CH2:46][S:47](Cl)(=[O:49])=[O:48])[CH:45]=[CH:44][CH:43]=[CH:42][CH:41]=1, predict the reaction product. The product is: [CH:23]([N:15]1[C:16]2[C:21](=[CH:20][C:19]([Cl:22])=[CH:18][CH:17]=2)[C:13]([CH2:12][CH2:11][NH:10][C:7]2[CH:6]=[CH:5][C:4]([C:3]([OH:2])=[O:39])=[CH:9][CH:8]=2)=[C:14]1[CH2:36][CH2:37][NH:38][S:47]([CH2:46][C:40]1[CH:45]=[CH:44][CH:43]=[CH:42][CH:41]=1)(=[O:49])=[O:48])([C:24]1[CH:29]=[CH:28][CH:27]=[CH:26][CH:25]=1)[C:30]1[CH:31]=[CH:32][CH:33]=[CH:34][CH:35]=1. (5) Given the reactants C(N(C(C)C)CC)(C)C.[CH3:10][Si:11]([CH2:14][CH2:15][O:16][CH2:17]Cl)([CH3:13])[CH3:12].[I:19][C:20]1[CH:21]=[N:22][NH:23][CH:24]=1, predict the reaction product. The product is: [I:19][C:20]1[CH:21]=[N:22][N:23]([CH2:17][O:16][CH2:15][CH2:14][Si:11]([CH3:13])([CH3:12])[CH3:10])[CH:24]=1.